Dataset: Forward reaction prediction with 1.9M reactions from USPTO patents (1976-2016). Task: Predict the product of the given reaction. (1) Given the reactants [CH2:1]([P:3]([CH2:10][CH2:11][CH:12]=[O:13])(=[O:9])[O:4][CH2:5][CH2:6][CH2:7][CH3:8])[CH3:2].CC(C)=[O:16].OS(O)(=O)=O.O=[Cr](=O)=O.C(O)(C)C, predict the reaction product. The product is: [CH2:1]([P:3]([O:4][CH2:5][CH2:6][CH2:7][CH3:8])([CH2:10][CH2:11][C:12]([OH:16])=[O:13])=[O:9])[CH3:2]. (2) The product is: [Cl:15][C:12]1[CH:13]=[CH:14][C:9]([O:8][CH2:7][C:6]([O:5][C:1]([CH3:4])([CH3:3])[CH3:2])=[O:17])=[C:10]([C:23]2[CH:22]=[CH:21][C:20]([O:19][CH3:18])=[C:25]([O:26][CH3:27])[CH:24]=2)[CH:11]=1. Given the reactants [C:1]([O:5][C:6](=[O:17])[CH2:7][O:8][C:9]1[CH:14]=[CH:13][C:12]([Cl:15])=[CH:11][C:10]=1Br)([CH3:4])([CH3:3])[CH3:2].[CH3:18][O:19][C:20]1[CH:21]=[C:22](B(O)O)[CH:23]=[CH:24][C:25]=1[O:26][CH3:27], predict the reaction product. (3) Given the reactants Cl.[OH:2][CH:3]1[CH2:10][CH:6]2[CH2:7][NH:8][CH2:9][CH:5]2[CH2:4]1.F[C:12]1[CH:17]=[CH:16][C:15]([N+:18]([O-:20])=[O:19])=[CH:14][C:13]=1[F:21].C(N(CC)C(C)C)(C)C, predict the reaction product. The product is: [F:21][C:13]1[CH:14]=[C:15]([N+:18]([O-:20])=[O:19])[CH:16]=[CH:17][C:12]=1[N:8]1[CH2:9][CH:5]2[CH2:4][CH:3]([OH:2])[CH2:10][CH:6]2[CH2:7]1. (4) Given the reactants [OH:1][C:2]1[CH:28]=[CH:27][C:5]2[N:6]=[C:7]([N:9]3[CH2:14][CH2:13][CH:12]([O:15][CH2:16][C@@H:17]([NH:19][C:20](=[O:26])[O:21][C:22]([CH3:25])([CH3:24])[CH3:23])[CH3:18])[CH2:11][CH2:10]3)[O:8][C:4]=2[CH:3]=1.C(=O)([O-])[O-].[K+].[K+].I[CH2:36][CH:37]([CH3:39])[CH3:38], predict the reaction product. The product is: [CH3:18][C@H:17]([NH:19][C:20](=[O:26])[O:21][C:22]([CH3:24])([CH3:23])[CH3:25])[CH2:16][O:15][CH:12]1[CH2:11][CH2:10][N:9]([C:7]2[O:8][C:4]3[CH:3]=[C:2]([O:1][CH2:36][CH:37]([CH3:39])[CH3:38])[CH:28]=[CH:27][C:5]=3[N:6]=2)[CH2:14][CH2:13]1. (5) Given the reactants [H-].[H-].[H-].[H-].[Li+].[Al+3].C[O:8][C:9](=O)[CH2:10][C:11]1[CH:16]=[CH:15][C:14]([CH2:17][N:18]2[C:22]3=[N:23][C:24]([CH3:28])=[CH:25][C:26]([CH3:27])=[C:21]3[N:20]=[C:19]2[CH2:29][CH3:30])=[CH:13][CH:12]=1.[OH-].[Na+], predict the reaction product. The product is: [CH2:29]([C:19]1[N:18]([CH2:17][C:14]2[CH:13]=[CH:12][C:11]([CH2:10][CH2:9][OH:8])=[CH:16][CH:15]=2)[C:22]2=[N:23][C:24]([CH3:28])=[CH:25][C:26]([CH3:27])=[C:21]2[N:20]=1)[CH3:30]. (6) Given the reactants [H-].[Al+3].[Li+].[H-].[H-].[H-].[Cl-].[Al+3].[Cl-].[Cl-].[CH3:11][O:12][C:13]1[CH:18]=[CH:17][C:16]([C:19](=O)[C@H:20]([C:22]2[CH:27]=[CH:26][CH:25]=[CH:24][CH:23]=2)[CH3:21])=[CH:15][CH:14]=1.Cl, predict the reaction product. The product is: [CH3:11][O:12][C:13]1[CH:18]=[CH:17][C:16]([CH2:19][C@H:20]([C:22]2[CH:27]=[CH:26][CH:25]=[CH:24][CH:23]=2)[CH3:21])=[CH:15][CH:14]=1. (7) Given the reactants [Cl:1][C:2]([Cl:7])(Cl)[C:3](Cl)=[O:4].[CH2:8]=[C:9]1[CH2:14][CH2:13][O:12][CH2:11][CH2:10]1, predict the reaction product. The product is: [Cl:1][C:2]1([Cl:7])[C:9]2([CH2:14][CH2:13][O:12][CH2:11][CH2:10]2)[CH2:8][C:3]1=[O:4]. (8) Given the reactants [CH3:1][C:2]1([CH3:9])[O:6][CH:5]([CH2:7][OH:8])[CH2:4][O:3]1.[H-].[Na+].Cl[C:13]1[CH:18]=[C:17]([CH3:19])[N:16]=[C:15]([NH2:20])[N:14]=1.O, predict the reaction product. The product is: [CH3:1][C:2]1([CH3:9])[O:6][CH:5]([CH2:7][O:8][C:13]2[CH:18]=[C:17]([CH3:19])[N:16]=[C:15]([NH2:20])[N:14]=2)[CH2:4][O:3]1.